From a dataset of NCI-60 drug combinations with 297,098 pairs across 59 cell lines. Regression. Given two drug SMILES strings and cell line genomic features, predict the synergy score measuring deviation from expected non-interaction effect. (1) Drug 2: CCC1(C2=C(COC1=O)C(=O)N3CC4=CC5=C(C=CC(=C5CN(C)C)O)N=C4C3=C2)O.Cl. Cell line: SNB-19. Drug 1: C1=CC=C(C=C1)NC(=O)CCCCCCC(=O)NO. Synergy scores: CSS=49.4, Synergy_ZIP=-1.73, Synergy_Bliss=-2.81, Synergy_Loewe=-42.0, Synergy_HSA=-1.05. (2) Synergy scores: CSS=3.82, Synergy_ZIP=-2.19, Synergy_Bliss=0.208, Synergy_Loewe=-0.764, Synergy_HSA=-0.211. Drug 1: C1=NC(=NC(=O)N1C2C(C(C(O2)CO)O)O)N. Drug 2: CC(C)(C#N)C1=CC(=CC(=C1)CN2C=NC=N2)C(C)(C)C#N. Cell line: IGROV1.